From a dataset of Reaction yield outcomes from USPTO patents with 853,638 reactions. Predict the reaction yield, written as a fraction of the theoretical maximum amount of product (1.0 means a 100% yield; for example, 0.34 means a 34% yield). The reactants are [Cl:1][C:2]1[CH:10]=[C:9]([Cl:11])[C:8]([N+:12]([O-:14])=[O:13])=[CH:7][C:3]=1[C:4](O)=[O:5].S(Cl)(Cl)=O.[CH3:19][NH2:20]. The catalyst is C1(C)C=CC=CC=1. The product is [Cl:1][C:2]1[CH:10]=[C:9]([Cl:11])[C:8]([N+:12]([O-:14])=[O:13])=[CH:7][C:3]=1[C:4]([NH:20][CH3:19])=[O:5]. The yield is 0.630.